From a dataset of Full USPTO retrosynthesis dataset with 1.9M reactions from patents (1976-2016). Predict the reactants needed to synthesize the given product. Given the product [F:27][C:28]1[CH:33]=[C:32]([F:34])[C:31]([F:35])=[CH:30][C:29]=1[NH:36][C:37](=[O:38])[NH:1][C:2]1[CH:7]=[CH:6][C:5]([C:8]2[S:12][C:11]([C:13]34[CH2:22][CH:17]5[CH2:18][CH:19]([CH2:21][C:15]([C:23]([O:25][CH3:26])=[O:24])([CH2:16]5)[CH2:14]3)[CH2:20]4)=[N:10][CH:9]=2)=[CH:4][CH:3]=1, predict the reactants needed to synthesize it. The reactants are: [NH2:1][C:2]1[CH:7]=[CH:6][C:5]([C:8]2[S:12][C:11]([C:13]34[CH2:22][CH:17]5[CH2:18][CH:19]([CH2:21][C:15]([C:23]([O:25][CH3:26])=[O:24])([CH2:16]5)[CH2:14]3)[CH2:20]4)=[N:10][CH:9]=2)=[CH:4][CH:3]=1.[F:27][C:28]1[CH:33]=[C:32]([F:34])[C:31]([F:35])=[CH:30][C:29]=1[N:36]=[C:37]=[O:38].